From a dataset of NCI-60 drug combinations with 297,098 pairs across 59 cell lines. Regression. Given two drug SMILES strings and cell line genomic features, predict the synergy score measuring deviation from expected non-interaction effect. (1) Drug 1: C1CCC(C1)C(CC#N)N2C=C(C=N2)C3=C4C=CNC4=NC=N3. Drug 2: C1C(C(OC1N2C=NC3=C2NC=NCC3O)CO)O. Cell line: SK-OV-3. Synergy scores: CSS=4.45, Synergy_ZIP=-1.97, Synergy_Bliss=-0.431, Synergy_Loewe=-0.754, Synergy_HSA=0.457. (2) Drug 1: COC1=C(C=C2C(=C1)N=CN=C2NC3=CC(=C(C=C3)F)Cl)OCCCN4CCOCC4. Drug 2: C1C(C(OC1N2C=NC3=C2NC=NCC3O)CO)O. Cell line: SK-MEL-28. Synergy scores: CSS=18.3, Synergy_ZIP=-5.13, Synergy_Bliss=1.68, Synergy_Loewe=-3.54, Synergy_HSA=1.73. (3) Drug 1: CC1=C(C(=CC=C1)Cl)NC(=O)C2=CN=C(S2)NC3=CC(=NC(=N3)C)N4CCN(CC4)CCO. Drug 2: CC1CCC2CC(C(=CC=CC=CC(CC(C(=O)C(C(C(=CC(C(=O)CC(OC(=O)C3CCCCN3C(=O)C(=O)C1(O2)O)C(C)CC4CCC(C(C4)OC)OCCO)C)C)O)OC)C)C)C)OC. Cell line: OVCAR-8. Synergy scores: CSS=6.24, Synergy_ZIP=-1.23, Synergy_Bliss=0.301, Synergy_Loewe=-1.15, Synergy_HSA=-0.989. (4) Drug 1: C1=CN(C=N1)CC(O)(P(=O)(O)O)P(=O)(O)O. Drug 2: C(CCl)NC(=O)N(CCCl)N=O. Cell line: RXF 393. Synergy scores: CSS=3.85, Synergy_ZIP=-0.654, Synergy_Bliss=1.10, Synergy_Loewe=1.53, Synergy_HSA=1.58.